Dataset: Catalyst prediction with 721,799 reactions and 888 catalyst types from USPTO. Task: Predict which catalyst facilitates the given reaction. (1) Reactant: [Cl:1][C:2]1[C:7]([C:8]2[CH:13]=[CH:12][CH:11]=[C:10]([CH:14]=O)[CH:9]=2)=[CH:6][C:5]([CH2:16][NH:17][C:18]([C:20]2[CH:25]=[CH:24][CH:23]=[C:22]([C:26]([NH:28][CH2:29][C:30]3[C:31]([NH:43][CH:44]4[CH2:49][CH2:48][O:47][CH2:46][CH2:45]4)=[C:32]4[CH:40]=[N:39][N:38]([CH2:41][CH3:42])[C:33]4=[N:34][C:35]=3[CH2:36][CH3:37])=[O:27])[CH:21]=2)=[O:19])=[CH:4][CH:3]=1.CC([CH:54]1[CH2:60][NH:59][CH2:58][CH2:57][CH2:56][N:55]1C([O-])=O)(C)C.C(O)(=O)C.C(O[BH-](OC(=O)C)OC(=O)C)(=O)C.[Na+].C(O)(C(F)(F)F)=O. Product: [Cl:1][C:2]1[C:7]([C:8]2[CH:13]=[CH:12][CH:11]=[C:10]([CH2:14][N:55]3[CH2:56][CH2:57][CH2:58][NH:59][CH2:60][CH2:54]3)[CH:9]=2)=[CH:6][C:5]([CH2:16][NH:17][C:18]([C:20]2[CH:25]=[CH:24][CH:23]=[C:22]([C:26]([NH:28][CH2:29][C:30]3[C:31]([NH:43][CH:44]4[CH2:45][CH2:46][O:47][CH2:48][CH2:49]4)=[C:32]4[CH:40]=[N:39][N:38]([CH2:41][CH3:42])[C:33]4=[N:34][C:35]=3[CH2:36][CH3:37])=[O:27])[CH:21]=2)=[O:19])=[CH:4][CH:3]=1. The catalyst class is: 279. (2) Reactant: Cl[C:2]1[C:3]2[N:11]=[C:10]([Cl:12])[CH:9]=[CH:8][C:4]=2[N:5]=[CH:6][N:7]=1.[NH:13]1[CH2:18][CH2:17][O:16][CH2:15][CH2:14]1. Product: [Cl:12][C:10]1[CH:9]=[CH:8][C:4]2[N:5]=[CH:6][N:7]=[C:2]([N:13]3[CH2:18][CH2:17][O:16][CH2:15][CH2:14]3)[C:3]=2[N:11]=1. The catalyst class is: 4. (3) The catalyst class is: 1. Product: [CH:24]1([C:31]([C:33]2[CH:34]=[CH:35][CH:36]=[CH:37][CH:38]=2)([OH:32])[C:23]#[C:22][C@:14]2([O:13][CH3:12])[CH:19]3[CH2:20][CH2:21][N:16]([CH2:17][CH2:18]3)[CH2:15]2)[CH2:25][CH2:26][CH2:27][CH2:28][CH2:29][CH2:30]1. Reactant: [Li]CCCC.CCCCCC.[CH3:12][O:13][C@@:14]1([C:22]#[CH:23])[CH:19]2[CH2:20][CH2:21][N:16]([CH2:17][CH2:18]2)[CH2:15]1.[CH:24]1([C:31]([C:33]2[CH:38]=[CH:37][CH:36]=[CH:35][CH:34]=2)=[O:32])[CH2:30][CH2:29][CH2:28][CH2:27][CH2:26][CH2:25]1.